Regression. Given a peptide amino acid sequence and an MHC pseudo amino acid sequence, predict their binding affinity value. This is MHC class I binding data. From a dataset of Peptide-MHC class I binding affinity with 185,985 pairs from IEDB/IMGT. (1) The peptide sequence is RPNMSRHLF. The MHC is HLA-A68:02 with pseudo-sequence HLA-A68:02. The binding affinity (normalized) is 0.152. (2) The peptide sequence is IMDKEQLLK. The MHC is HLA-A68:01 with pseudo-sequence HLA-A68:01. The binding affinity (normalized) is 0.352. (3) The peptide sequence is QLKSRAAVL. The MHC is HLA-A03:01 with pseudo-sequence HLA-A03:01. The binding affinity (normalized) is 0.0847.